This data is from Reaction yield outcomes from USPTO patents with 853,638 reactions. The task is: Predict the reaction yield, written as a fraction of the theoretical maximum amount of product (1.0 means a 100% yield; for example, 0.34 means a 34% yield). The reactants are [F:1][C:2]([F:15])([F:14])[CH2:3][NH:4][CH2:5][C:6]1[CH:13]=[CH:12][C:9]([C:10]#[N:11])=[CH:8][CH:7]=1.[BH4-].[Na+]. The product is [F:1][C:2]([F:14])([F:15])[CH2:3][NH:4][CH2:5][C:6]1[CH:13]=[CH:12][C:9]([CH2:10][NH2:11])=[CH:8][CH:7]=1. The yield is 0.490. The catalyst is CO.O.O.O.O.O.O.[Co](Cl)Cl.